From a dataset of Reaction yield outcomes from USPTO patents with 853,638 reactions. Predict the reaction yield, written as a fraction of the theoretical maximum amount of product (1.0 means a 100% yield; for example, 0.34 means a 34% yield). (1) The reactants are [C:1]1([CH2:7][CH2:8][CH:9](O)[CH:10]=[CH2:11])[CH:6]=[CH:5][CH:4]=[CH:3][CH:2]=1.S(=O)(=O)(O)[NH2:14].[CH3:18][C:19]([O:22][C:23]([O:25]C(OC(C)(C)C)=O)=O)([CH3:21])[CH3:20].[OH-].[Na+]. The catalyst is [N+](CCCC)(CCCC)(CCCC)CCCC.[O-]S(O)(=O)=O.CN(C)C=O. The product is [C:1]1([CH2:7][CH2:8][CH:9]([NH:14][C:23](=[O:25])[O:22][C:19]([CH3:21])([CH3:20])[CH3:18])[CH:10]=[CH2:11])[CH:6]=[CH:5][CH:4]=[CH:3][CH:2]=1. The yield is 0.710. (2) The reactants are Br[C:2]1[CH:3]=[C:4]2[C:8](=[C:9]([C:11]([NH2:13])=[O:12])[CH:10]=1)[NH:7][CH:6]=[C:5]2[CH:14]1[CH2:19][CH2:18][CH2:17][S:16](=[O:21])(=[O:20])[CH2:15]1.[S:22]1[CH:26]=[CH:25][CH:24]=[C:23]1B(O)O.C(=O)([O-])[O-].[K+].[K+]. The catalyst is O1CCOCC1.O.C1C=CC(P(C2C=CC=CC=2)[C-]2C=CC=C2)=CC=1.C1C=CC(P(C2C=CC=CC=2)[C-]2C=CC=C2)=CC=1.Cl[Pd]Cl.[Fe+2]. The product is [O:20]=[S:16]1(=[O:21])[CH2:17][CH2:18][CH2:19][CH:14]([C:5]2[C:4]3[C:8](=[C:9]([C:11]([NH2:13])=[O:12])[CH:10]=[C:2]([C:23]4[S:22][CH:26]=[CH:25][CH:24]=4)[CH:3]=3)[NH:7][CH:6]=2)[CH2:15]1. The yield is 0.280. (3) The reactants are [Cl:1][C:2]1[CH:7]=[CH:6][C:5]([S:8]([NH:11][C@@H:12]2[CH2:17][CH2:16][CH2:15][CH2:14][C@H:13]2[CH2:18][OH:19])(=[O:10])=[O:9])=[CH:4][CH:3]=1.C(=O)([O-])[O-].[Cs+].[Cs+].Br[CH2:27][C:28]1[C:35]([F:36])=[CH:34][C:31]([C:32]#[N:33])=[C:30]([F:37])[CH:29]=1.ClC1C=CC(S(N(CC2C=CC(C3OC=CN=3)=C(F)C=2F)[C@@H]2CCCC[C@H]2CO)(=O)=O)=CC=1. No catalyst specified. The product is [Cl:1][C:2]1[CH:7]=[CH:6][C:5]([S:8]([N:11]([CH2:27][C:28]2[CH:29]=[C:30]([F:37])[C:31]([C:32]#[N:33])=[CH:34][C:35]=2[F:36])[C@@H:12]2[CH2:17][CH2:16][CH2:15][CH2:14][C@H:13]2[CH2:18][OH:19])(=[O:9])=[O:10])=[CH:4][CH:3]=1. The yield is 0.770. (4) The reactants are [CH3:1][O:2][C:3](=[O:12])[C:4]1[CH:9]=[CH:8][C:7]([CH:10]=O)=[CH:6][CH:5]=1.[CH3:13][N:14]1[CH2:19][CH2:18][NH:17][CH2:16][CH2:15]1.[H][H]. The catalyst is CO.[Pt]. The product is [CH3:1][O:2][C:3](=[O:12])[C:4]1[CH:9]=[CH:8][C:7]([CH2:10][N:17]2[CH2:18][CH2:19][N:14]([CH3:13])[CH2:15][CH2:16]2)=[CH:6][CH:5]=1. The yield is 0.850. (5) The reactants are [Br:1][C:2]1[CH:3]=[N:4][CH:5]=[C:6]([CH:11]=1)[C:7]([O:9][CH3:10])=O.[H-].[Na+].C[Si](C=[N+]=[N-])(C)C.[C:21]([O:24][CH2:25][CH3:26])(=[O:23])[CH3:22]. The catalyst is O.CO. The product is [CH3:10][O:9][C:7]([C:6]1[CH:5]=[N:4][CH:3]=[C:2]([Br:1])[CH:11]=1)=[CH:22][C:21]([O:24][CH2:25][CH3:26])=[O:23]. The yield is 0.530. (6) The reactants are [CH3:1][C:2]([O:5][C:6]([N:8]1[CH2:13][CH2:12][C:11]([NH:17][C:18]([O:20][CH2:21][C:22]2[CH:27]=[CH:26][CH:25]=[CH:24][CH:23]=2)=[O:19])([C:14]([OH:16])=[O:15])[CH2:10][CH2:9]1)=[O:7])([CH3:4])[CH3:3].CI.[C:30](=O)([O-])[O-].[K+].[K+]. The catalyst is CC(C)=O. The product is [C:22]1([CH2:21][O:20][C:18]([NH:17][C:11]2([C:14]([O:16][CH3:30])=[O:15])[CH2:12][CH2:13][N:8]([C:6]([O:5][C:2]([CH3:1])([CH3:3])[CH3:4])=[O:7])[CH2:9][CH2:10]2)=[O:19])[CH:23]=[CH:24][CH:25]=[CH:26][CH:27]=1. The yield is 0.920.